This data is from Forward reaction prediction with 1.9M reactions from USPTO patents (1976-2016). The task is: Predict the product of the given reaction. (1) Given the reactants [Cl:1][C:2]1[CH:7]=[CH:6][CH:5]=[C:4]([Cl:8])[C:3]=1[NH:9][C:10]1[N:11]([CH3:28])[C:12]2[C:13]([N:27]=1)=[C:14]([CH:25]=O)[CH:15]=[C:16]1[C:21]=2[C:20](=[O:22])[NH:19][C:18]([CH3:23])=[C:17]1[CH3:24].[CH2:29]([CH2:31][NH2:32])[OH:30].[BH3-]C#N.[Na+], predict the reaction product. The product is: [Cl:8][C:4]1[CH:5]=[CH:6][CH:7]=[C:2]([Cl:1])[C:3]=1[NH:9][C:10]1[N:11]([CH3:28])[C:12]2[C:21]3[C:20](=[O:22])[NH:19][C:18]([CH3:23])=[C:17]([CH3:24])[C:16]=3[CH:15]=[C:14]([CH2:25][NH:32][CH2:31][CH2:29][OH:30])[C:13]=2[N:27]=1. (2) Given the reactants COC1C=C(C=CC=1OC)[CH2:6][N:7](C)[C:8]1[CH:13]=[CH:12][C:11]([CH2:14][N:15]2[C:19]([CH3:20])=[CH:18][C:17](/[C:21](/[F:35])=[CH:22]/[C:23]3[CH:28]=[CH:27][C:26]([S:29]([F:34])([F:33])([F:32])([F:31])[F:30])=[CH:25][CH:24]=3)=[N:16]2)=[CH:10][N:9]=1.FC(F)(F)C(O)=O, predict the reaction product. The product is: [F:35]/[C:21](/[C:17]1[CH:18]=[C:19]([CH3:20])[N:15]([CH2:14][C:11]2[CH:12]=[CH:13][C:8]([NH:7][CH3:6])=[N:9][CH:10]=2)[N:16]=1)=[CH:22]\[C:23]1[CH:24]=[CH:25][C:26]([S:29]([F:34])([F:30])([F:31])([F:32])[F:33])=[CH:27][CH:28]=1. (3) Given the reactants [OH:1][CH:2]([C:8]1[C:13]([C:14]([F:17])([F:16])[F:15])=[CH:12][CH:11]=[CH:10][C:9]=1[O:18]COC)[C:3]([O:5][CH2:6][CH3:7])=[O:4].Cl, predict the reaction product. The product is: [OH:1][CH:2]([C:8]1[C:13]([C:14]([F:16])([F:17])[F:15])=[CH:12][CH:11]=[CH:10][C:9]=1[OH:18])[C:3]([O:5][CH2:6][CH3:7])=[O:4].